The task is: Predict the reaction yield, written as a fraction of the theoretical maximum amount of product (1.0 means a 100% yield; for example, 0.34 means a 34% yield).. This data is from Reaction yield outcomes from USPTO patents with 853,638 reactions. (1) The yield is 0.970. The reactants are [N-:1]=[N+:2]=[N-:3].[Na+].Br[CH2:6][C:7]1[CH:8]=[C:9]([CH:14]=[CH:15][CH:16]=1)[C:10]([O:12][CH3:13])=[O:11]. The catalyst is CC(N(C)C)=O. The product is [CH3:13][O:12][C:10](=[O:11])[C:9]1[CH:14]=[CH:15][CH:16]=[C:7]([CH2:6][N:1]=[N+:2]=[N-:3])[CH:8]=1. (2) The reactants are [F:1][C:2]1[CH:3]=[C:4]([CH:10]=[CH:11][C:12]=1[CH3:13])[C:5]([O:7][CH2:8][CH3:9])=[O:6].[Br:14]N1C(=O)CCC1=O.N(C(CC)C#N)=NC(CC)C#N.S([O-])([O-])(=O)=S.[Na+].[Na+]. The catalyst is C(OCC)(=O)C. The product is [Br:14][CH2:13][C:12]1[CH:11]=[CH:10][C:4]([C:5]([O:7][CH2:8][CH3:9])=[O:6])=[CH:3][C:2]=1[F:1]. The yield is 0.810. (3) The reactants are [CH2:1]([N:3]([CH2:20][CH3:21])[CH2:4][CH2:5][N:6]1[CH2:12][CH2:11][CH2:10][C:9]2[NH:13][C:14]([CH:17]=O)=[C:15]([CH3:16])[C:8]=2[C:7]1=[O:19])[CH3:2].[F:22][C:23]1[CH:24]=[C:25]2[C:29](=[CH:30][CH:31]=1)[NH:28][C:27](=[O:32])[CH2:26]2.N1CCCCC1. The yield is 0.808. The catalyst is C(O)C. The product is [CH2:1]([N:3]([CH2:20][CH3:21])[CH2:4][CH2:5][N:6]1[CH2:12][CH2:11][CH2:10][CH:9]2[NH:13][C:14](/[CH:17]=[C:26]3\[C:27](=[O:32])[NH:28][C:29]4[C:25]\3=[CH:24][C:23]([F:22])=[CH:31][CH:30]=4)=[C:15]([CH3:16])[CH:8]2[C:7]1=[O:19])[CH3:2]. (4) The reactants are [F:1][C:2]1[CH:19]=[C:18]([N+:20]([O-:22])=[O:21])[CH:17]=[CH:16][C:3]=1[O:4][C:5]1[C:10]2=[C:11]([CH3:15])[C:12]([OH:14])=[CH:13][N:9]2[N:8]=[CH:7][N:6]=1.CCN(C(C)C)C(C)C.[CH2:32]([N:34]=[C:35]=[O:36])[CH3:33]. The catalyst is C(Cl)Cl. The product is [CH2:32]([NH:34][C:35](=[O:36])[O:14][C:12]1[C:11]([CH3:15])=[C:10]2[N:9]([CH:13]=1)[N:8]=[CH:7][N:6]=[C:5]2[O:4][C:3]1[CH:16]=[CH:17][C:18]([N+:20]([O-:22])=[O:21])=[CH:19][C:2]=1[F:1])[CH3:33]. The yield is 0.320. (5) The reactants are [CH2:1]([O:3][C:4]([C:6]1[CH:7]=[C:8]2[C:13](=[CH:14][C:15]=1[CH3:16])[NH:12][C:11](=[O:17])[CH2:10][CH2:9]2)=[O:5])[CH3:2].[CH2:18](I)[CH3:19]. The yield is 0.850. The product is [CH2:1]([O:3][C:4]([C:6]1[CH:7]=[C:8]2[C:13](=[CH:14][C:15]=1[CH3:16])[N:12]([CH2:18][CH3:19])[C:11](=[O:17])[CH2:10][CH2:9]2)=[O:5])[CH3:2]. No catalyst specified. (6) The reactants are [CH3:1][C@@H:2]([OH:12])[C@@H:3]([OH:11])[C@H:4]([O:9][CH3:10])[C@@H:5]([OH:8])[CH:6]=[O:7].[CH3:13][C@H:14]1[O:19][C@@H:18]([OH:20])[CH2:17][C@H:16]([O:21][CH3:22])[C@@H:15]1[OH:23].[Sn](Cl)Cl.C(N(CC)CC)C. The catalyst is ClCCl.FC(F)(F)S([O-])(=O)=O.[Ag+]. The product is [CH3:1][C@@H:2]([OH:12])[C@@H:3]([OH:11])[C@H:4]([O:9][CH3:10])[C@@H:5]([OH:8])[CH:6]=[O:7].[CH3:13][C@H:14]1[O:19][C@@H:18]([OH:20])[CH2:17][C@H:16]([O:21][CH3:22])[C@@H:15]1[OH:23]. The yield is 0.150. (7) The product is [C:1]([O:4][CH2:5][C:6]1[C:15]([C:16]2[CH:21]=[CH:20][CH:19]=[C:18]([NH:22][C:46](=[O:49])[CH:47]=[CH2:48])[CH:17]=2)=[C:14]2[C:9]([CH:10]=[N:11][C:12]([NH:23][C:24]3[CH:29]=[CH:28][C:27]([N:30]4[CH2:35][CH2:34][N:33]([CH3:36])[CH2:32][CH2:31]4)=[CH:26][CH:25]=3)=[N:13]2)=[CH:8][CH:7]=1)(=[O:3])[CH3:2]. The reactants are [C:1]([O:4][CH2:5][C:6]1[C:15]([C:16]2[CH:21]=[CH:20][CH:19]=[C:18]([NH2:22])[CH:17]=2)=[C:14]2[C:9]([CH:10]=[N:11][C:12]([NH:23][C:24]3[CH:29]=[CH:28][C:27]([N:30]4[CH2:35][CH2:34][N:33]([CH3:36])[CH2:32][CH2:31]4)=[CH:26][CH:25]=3)=[N:13]2)=[CH:8][CH:7]=1)(=[O:3])[CH3:2].CCN(C(C)C)C(C)C.[C:46](Cl)(=[O:49])[CH:47]=[CH2:48]. The yield is 0.278. The catalyst is C(Cl)Cl.CC(=O)OCC. (8) The reactants are C[O:2][C:3]([C:5]1[CH:31]=[CH:30][C:8]2[N:9]=[C:10]([CH2:12][O:13][C:14]3[CH:19]=[CH:18][C:17]([C:20]45[CH2:29][CH:24]6[CH2:25][CH:26]([CH2:28][CH:22]([CH2:23]6)[CH2:21]4)[CH2:27]5)=[CH:16][CH:15]=3)[O:11][C:7]=2[CH:6]=1)=[O:4].[Br-].[Al+3].[Br-].[Br-].O.Cl. The catalyst is CSC.ClCCl. The product is [C:20]12([C:17]3[CH:18]=[CH:19][C:14]([O:13][CH2:12][C:10]4[O:11][C:7]5[CH:6]=[C:5]([C:3]([OH:4])=[O:2])[CH:31]=[CH:30][C:8]=5[N:9]=4)=[CH:15][CH:16]=3)[CH2:27][CH:26]3[CH2:28][CH:22]([CH2:23][CH:24]([CH2:25]3)[CH2:29]1)[CH2:21]2. The yield is 0.768. (9) The reactants are C([NH:5][S:6]([C:9]1[S:10][C:11]([C:14]2[CH:19]=[CH:18][CH:17]=[C:16]([C:20]3[N:25]=[C:24]([C:26]4[S:27][C:28]([Cl:31])=[CH:29][CH:30]=4)[CH:23]=[C:22]([C:32]([F:35])([F:34])[F:33])[N:21]=3)[CH:15]=2)=[CH:12][CH:13]=1)(=[O:8])=[O:7])(C)(C)C.C(O)(C(F)(F)F)=O. The catalyst is ClCCl. The product is [Cl:31][C:28]1[S:27][C:26]([C:24]2[CH:23]=[C:22]([C:32]([F:33])([F:34])[F:35])[N:21]=[C:20]([C:16]3[CH:15]=[C:14]([C:11]4[S:10][C:9]([S:6]([NH2:5])(=[O:8])=[O:7])=[CH:13][CH:12]=4)[CH:19]=[CH:18][CH:17]=3)[N:25]=2)=[CH:30][CH:29]=1. The yield is 0.230. (10) The reactants are C([O:8][C:9]1[CH:14]=[CH:13][C:12]([CH2:15][CH2:16]Br)=[CH:11][C:10]=1[F:18])C1C=CC=CC=1.[NH:19]1[CH2:24][CH2:23][O:22][CH2:21][CH2:20]1.C([O-])([O-])=O.[K+].[K+].O. The catalyst is CN(C=O)C. The product is [F:18][C:10]1[CH:11]=[C:12]([CH2:15][CH2:16][N:19]2[CH2:24][CH2:23][O:22][CH2:21][CH2:20]2)[CH:13]=[CH:14][C:9]=1[OH:8]. The yield is 0.930.